From a dataset of Full USPTO retrosynthesis dataset with 1.9M reactions from patents (1976-2016). Predict the reactants needed to synthesize the given product. (1) Given the product [CH3:17][C:14]1([CH3:18])[O:13][CH:12]2[O:11][CH:10]([CH2:19][O:20][C:21](=[O:28])[C:22]3[CH:27]=[CH:26][CH:25]=[CH:24][CH:23]=3)[CH2:9][CH:16]2[O:15]1, predict the reactants needed to synthesize it. The reactants are: N1(C(O[CH:9]2[CH:16]3[CH:12]([O:13][C:14]([CH3:18])([CH3:17])[O:15]3)[O:11][CH:10]2[CH2:19][O:20][C:21](=[O:28])[C:22]2[CH:27]=[CH:26][CH:25]=[CH:24][CH:23]=2)=S)C=CN=C1.CCCC[SnH](CCCC)CCCC.CC(N=NC(C#N)(C)C)(C#N)C. (2) Given the product [NH2:5][CH2:4][C:3]1[CH:6]=[CH:7][C:8]([O:20][C:15]2[CH:14]=[CH:13][CH:11]=[CH:22][C:16]=2[C:19]#[N:30])=[CH:9][CH:2]=1, predict the reactants needed to synthesize it. The reactants are: Br[C:2]1[CH:9]=[CH:8][CH:7]=[CH:6][C:3]=1[C:4]#[N:5].C[C:11]([CH3:22])([C:13](=O)[CH2:14][C:15](=[O:20])[C:16]([CH3:19])(C)C)C.C(=O)([O-])[O-].[Cs+].[Cs+].C[N:30]1C(=O)CCC1. (3) The reactants are: Cl.[F:2][C:3]([F:29])([F:28])[C:4]1[CH:5]=[C:6]([CH:21]=[C:22]([C:24]([F:27])([F:26])[F:25])[CH:23]=1)[CH2:7][O:8][C@H:9]1[CH2:14][CH2:13][NH:12][CH2:11][C@H:10]1[C:15]1[CH:20]=[CH:19][CH:18]=[CH:17][CH:16]=1.[C:30](Cl)(=[O:32])[CH3:31].O. Given the product [C:30]([N:12]1[CH2:13][CH2:14][C@H:9]([O:8][CH2:7][C:6]2[CH:21]=[C:22]([C:24]([F:27])([F:25])[F:26])[CH:23]=[C:4]([C:3]([F:2])([F:28])[F:29])[CH:5]=2)[C@H:10]([C:15]2[CH:16]=[CH:17][CH:18]=[CH:19][CH:20]=2)[CH2:11]1)(=[O:32])[CH3:31], predict the reactants needed to synthesize it. (4) Given the product [C:8]12([CH2:7][CH:6]([OH:17])[C:5]3[C:15](=[CH:16][C:2]([OH:1])=[CH:3][CH:4]=3)[O:14]1)[CH2:9][CH2:10][CH2:11][CH2:12][CH2:13]2, predict the reactants needed to synthesize it. The reactants are: [OH:1][C:2]1[CH:16]=[C:15]2[C:5]([C:6](=[O:17])[CH2:7][C:8]3([O:14]2)[CH2:13][CH2:12][CH2:11][CH2:10][CH2:9]3)=[CH:4][CH:3]=1.B.C1COCC1.[NH4+].[Cl-]. (5) The reactants are: Br[C:2]1[CH:7]=[C:6]([N:8]2[CH2:13][CH2:12][O:11][CH2:10][CH2:9]2)[N:5]([CH3:14])[C:4](=[O:15])[CH:3]=1.[CH3:16][C:17]1[CH:26]=[CH:25][C:20]([C:21]([O:23][CH3:24])=[O:22])=[CH:19][C:18]=1B1OC(C)(C)C(C)(C)O1.C(Cl)Cl.C(=O)([O-])[O-].[Na+].[Na+]. Given the product [CH3:16][C:17]1[CH:26]=[CH:25][C:20]([C:21]([O:23][CH3:24])=[O:22])=[CH:19][C:18]=1[C:2]1[CH:7]=[C:6]([N:8]2[CH2:13][CH2:12][O:11][CH2:10][CH2:9]2)[N:5]([CH3:14])[C:4](=[O:15])[CH:3]=1, predict the reactants needed to synthesize it. (6) Given the product [Cl:3][C:4]1[C:5]([O:21][C:22]2[CH:23]=[N:24][CH:25]=[CH:26][CH:27]=2)=[C:6]([NH2:7])[C:8]([NH2:18])=[CH:9][C:10]=1[O:11][C:12]1[CH:13]=[N:14][CH:15]=[CH:16][CH:17]=1, predict the reactants needed to synthesize it. The reactants are: [Cl-].[NH4+].[Cl:3][C:4]1[C:5]([O:21][C:22]2[CH:23]=[N:24][CH:25]=[CH:26][CH:27]=2)=[C:6]([C:8]([N+:18]([O-])=O)=[CH:9][C:10]=1[O:11][C:12]1[CH:13]=[N:14][CH:15]=[CH:16][CH:17]=1)[NH2:7]. (7) Given the product [CH:25]1([C:31]2[C:32]3[CH:33]=[CH:34][C:35]([C:65]([NH:66][S:67]([CH:70]([CH3:71])[CH3:72])(=[O:68])=[O:69])=[O:73])=[CH:36][C:37]=3[N:38]3[CH2:44][C:43]([C:45]4[N:49]([CH:50]5[CH2:51][CH2:52]5)[N:48]=[C:47]([CH:53]([CH3:54])[CH3:55])[C:46]=4[C:56]([N:82]4[CH:75]5[CH2:81][CH2:80][CH:79]4[CH2:78][O:77][CH2:76]5)=[O:57])=[CH:42][C:41]4[CH:59]=[C:60]([O:63][CH3:64])[CH:61]=[CH:62][C:40]=4[C:39]=23)[CH2:30][CH2:29][CH2:28][CH2:27][CH2:26]1, predict the reactants needed to synthesize it. The reactants are: CN(C(ON1N=NC2C=CC=NC1=2)=[N+](C)C)C.F[P-](F)(F)(F)(F)F.[CH:25]1([C:31]2[C:32]3[CH:33]=[CH:34][C:35]([C:65](=[O:73])[NH:66][S:67]([CH:70]([CH3:72])[CH3:71])(=[O:69])=[O:68])=[CH:36][C:37]=3[N:38]3[CH2:44][C:43]([C:45]4[N:49]([CH:50]5[CH2:52][CH2:51]5)[N:48]=[C:47]([CH:53]([CH3:55])[CH3:54])[C:46]=4[C:56](O)=[O:57])=[CH:42][C:41]4[CH:59]=[C:60]([O:63][CH3:64])[CH:61]=[CH:62][C:40]=4[C:39]=23)[CH2:30][CH2:29][CH2:28][CH2:27][CH2:26]1.Cl.[CH:75]12[NH:82][CH:79]([CH2:80][CH2:81]1)[CH2:78][O:77][CH2:76]2.CCN(C(C)C)C(C)C. (8) Given the product [Cl:30][C:31]1[CH:60]=[CH:59][CH:58]=[CH:57][C:32]=1[C:33]([NH:35][C:36]1[CH:37]=[CH:38][C:39]([C:42]2[S:46][C:45]([CH:47]3[CH2:48][CH2:49][CH:50]([C:53]([OH:55])=[O:54])[CH2:51][CH2:52]3)=[N:44][CH:43]=2)=[CH:40][CH:41]=1)=[O:34], predict the reactants needed to synthesize it. The reactants are: C(C1C=CC(C(NC2C=CC(C3SC(CCC(O)=O)=NC=3)=CC=2)=O)=CC=1)(C)(C)C.[Cl:30][C:31]1[CH:60]=[CH:59][CH:58]=[CH:57][C:32]=1[C:33]([NH:35][C:36]1[CH:41]=[CH:40][C:39]([C:42]2[S:46][C:45]([CH:47]3[CH2:52][CH2:51][CH:50]([C:53]([O:55]C)=[O:54])[CH2:49][CH2:48]3)=[N:44][CH:43]=2)=[CH:38][CH:37]=1)=[O:34]. (9) Given the product [CH2:27]([NH:34][C:8]([C:3]1[C:2]([NH:1][C:17](=[O:21])[CH2:18][CH2:19][CH3:20])=[CH:7][CH:6]=[CH:5][N:4]=1)=[O:10])[C:28]1[CH:33]=[CH:32][CH:31]=[CH:30][CH:29]=1, predict the reactants needed to synthesize it. The reactants are: [NH2:1][C:2]1[C:3]([C:8]([OH:10])=O)=[N:4][CH:5]=[CH:6][CH:7]=1.[C:17](O[C:17](=[O:21])[CH2:18][CH2:19][CH3:20])(=[O:21])[CH2:18][CH2:19][CH3:20].C([O-])(O)=O.[Na+].[CH2:27]([NH2:34])[C:28]1[CH:33]=[CH:32][CH:31]=[CH:30][CH:29]=1.